From a dataset of Merck oncology drug combination screen with 23,052 pairs across 39 cell lines. Regression. Given two drug SMILES strings and cell line genomic features, predict the synergy score measuring deviation from expected non-interaction effect. (1) Drug 1: N#Cc1ccc(Cn2cncc2CN2CCN(c3cccc(Cl)c3)C(=O)C2)cc1. Drug 2: CC(C)CC(NC(=O)C(Cc1ccccc1)NC(=O)c1cnccn1)B(O)O. Cell line: NCIH460. Synergy scores: synergy=7.26. (2) Drug 1: COc1cccc2c1C(=O)c1c(O)c3c(c(O)c1C2=O)CC(O)(C(=O)CO)CC3OC1CC(N)C(O)C(C)O1. Drug 2: O=C(NOCC(O)CO)c1ccc(F)c(F)c1Nc1ccc(I)cc1F. Cell line: DLD1. Synergy scores: synergy=-1.09. (3) Drug 1: CC(=O)OC1C(=O)C2(C)C(O)CC3OCC3(OC(C)=O)C2C(OC(=O)c2ccccc2)C2(O)CC(OC(=O)C(O)C(NC(=O)c3ccccc3)c3ccccc3)C(C)=C1C2(C)C. Drug 2: C=CCn1c(=O)c2cnc(Nc3ccc(N4CCN(C)CC4)cc3)nc2n1-c1cccc(C(C)(C)O)n1. Cell line: HCT116. Synergy scores: synergy=0.365. (4) Drug 1: O=C(CCCCCCC(=O)Nc1ccccc1)NO. Cell line: A427. Drug 2: O=C(NOCC(O)CO)c1ccc(F)c(F)c1Nc1ccc(I)cc1F. Synergy scores: synergy=-54.4. (5) Drug 1: CN(Cc1cnc2nc(N)nc(N)c2n1)c1ccc(C(=O)NC(CCC(=O)O)C(=O)O)cc1. Drug 2: CCN(CC)CCNC(=O)c1c(C)[nH]c(C=C2C(=O)Nc3ccc(F)cc32)c1C. Cell line: OVCAR3. Synergy scores: synergy=-16.4. (6) Drug 1: O=C(O)C1(Cc2cccc(Nc3nccs3)n2)CCC(Oc2cccc(Cl)c2F)CC1. Drug 2: Cn1cc(-c2cnn3c(N)c(Br)c(C4CCCNC4)nc23)cn1. Cell line: SW837. Synergy scores: synergy=-9.93. (7) Drug 1: N.N.O=C(O)C1(C(=O)O)CCC1.[Pt]. Drug 2: O=C(CCCCCCC(=O)Nc1ccccc1)NO. Cell line: NCIH2122. Synergy scores: synergy=1.11. (8) Drug 1: Nc1ccn(C2OC(CO)C(O)C2(F)F)c(=O)n1. Drug 2: CC(C)CC(NC(=O)C(Cc1ccccc1)NC(=O)c1cnccn1)B(O)O. Cell line: A2058. Synergy scores: synergy=-3.12. (9) Drug 1: COc1cc(C2c3cc4c(cc3C(OC3OC5COC(C)OC5C(O)C3O)C3COC(=O)C23)OCO4)cc(OC)c1O. Drug 2: O=C(NOCC(O)CO)c1ccc(F)c(F)c1Nc1ccc(I)cc1F. Cell line: HT144. Synergy scores: synergy=39.7.